From a dataset of Forward reaction prediction with 1.9M reactions from USPTO patents (1976-2016). Predict the product of the given reaction. (1) Given the reactants [CH3:1][C:2]1[CH:10]=[CH:9][C:5]([C:6]([OH:8])=[O:7])=[CH:4][C:3]=1[N+:11]([O-:13])=[O:12].Cl.[CH3:15]O, predict the reaction product. The product is: [CH3:1][C:2]1[CH:10]=[CH:9][C:5]([C:6]([O:8][CH3:15])=[O:7])=[CH:4][C:3]=1[N+:11]([O-:13])=[O:12]. (2) Given the reactants [CH3:1][O:2][C:3]([C:5]1[CH:10]=[C:9]([NH2:11])[C:8](=[S:12])[NH:7][CH:6]=1)=[O:4].[N:13]([O-])=O.[Na+], predict the reaction product. The product is: [CH3:1][O:2][C:3]([C:5]1[CH:10]=[C:9]2[N:11]=[N:13][S:12][C:8]2=[N:7][CH:6]=1)=[O:4].